This data is from TCR-epitope binding with 47,182 pairs between 192 epitopes and 23,139 TCRs. The task is: Binary Classification. Given a T-cell receptor sequence (or CDR3 region) and an epitope sequence, predict whether binding occurs between them. (1) The epitope is SEISMDNSPNL. The TCR CDR3 sequence is CASSLDRAPSDGYTF. Result: 0 (the TCR does not bind to the epitope). (2) The epitope is FLNGSCGSV. The TCR CDR3 sequence is CASSHTGGQPQHF. Result: 1 (the TCR binds to the epitope). (3) The epitope is QYDPVAALF. The TCR CDR3 sequence is CASSLDSNSPLHF. Result: 0 (the TCR does not bind to the epitope). (4) The epitope is KAFSPEVIPMF. The TCR CDR3 sequence is CATSDEVAGGRHHEQFF. Result: 0 (the TCR does not bind to the epitope). (5) The epitope is SLVKPSFYV. The TCR CDR3 sequence is CSGWYNEQFF. Result: 0 (the TCR does not bind to the epitope). (6) The epitope is ALLADKFPV. The TCR CDR3 sequence is CASSLVGPGGREKLFF. Result: 0 (the TCR does not bind to the epitope). (7) The epitope is ILHCANFNV. The TCR CDR3 sequence is CASSSTWGEGALANYGYTF. Result: 0 (the TCR does not bind to the epitope).